Dataset: NCI-60 drug combinations with 297,098 pairs across 59 cell lines. Task: Regression. Given two drug SMILES strings and cell line genomic features, predict the synergy score measuring deviation from expected non-interaction effect. Drug 1: C1CC(=O)NC(=O)C1N2CC3=C(C2=O)C=CC=C3N. Drug 2: CC1=CC2C(CCC3(C2CCC3(C(=O)C)OC(=O)C)C)C4(C1=CC(=O)CC4)C. Cell line: NCI/ADR-RES. Synergy scores: CSS=5.52, Synergy_ZIP=-2.15, Synergy_Bliss=-1.41, Synergy_Loewe=1.68, Synergy_HSA=-0.959.